Dataset: Forward reaction prediction with 1.9M reactions from USPTO patents (1976-2016). Task: Predict the product of the given reaction. (1) Given the reactants [Cl:1][C:2]1[CH:3]=[CH:4][C:5]([C:8]2[C:17]3[C:12](=[CH:13][CH:14]=[CH:15][CH:16]=3)[C:11]([NH:18][C:19]3[CH:24]=[CH:23][C:22]([S:25][C:26]4[C:35]5[C:30](=[CH:31][CH:32]=[C:33]([O:36]C)[N:34]=5)[N:29]=[CH:28][CH:27]=4)=[CH:21][CH:20]=3)=[N:10][N:9]=2)=[N:6][CH:7]=1.Br.C(O)(=O)C, predict the reaction product. The product is: [Cl:1][C:2]1[CH:3]=[CH:4][C:5]([C:8]2[C:17]3[C:12](=[CH:13][CH:14]=[CH:15][CH:16]=3)[C:11]([NH:18][C:19]3[CH:24]=[CH:23][C:22]([S:25][C:26]4[CH:27]=[CH:28][N:29]=[C:30]5[C:35]=4[NH:34][C:33](=[O:36])[CH:32]=[CH:31]5)=[CH:21][CH:20]=3)=[N:10][N:9]=2)=[N:6][CH:7]=1. (2) Given the reactants [Cl:1][C:2]1[CH:27]=[CH:26][C:5]([NH:6][C:7]2[C:16]3[C:11](=[CH:12][C:13]([O:19][CH2:20][CH:21](OC)OC)=[C:14]([O:17][CH3:18])[CH:15]=3)[N:10]=[CH:9][N:8]=2)=[C:4]([F:28])[CH:3]=1.C(O)(C(F)(F)F)=O.[CH:36]1([NH2:41])[CH2:40][CH2:39][CH2:38][CH2:37]1.C(O)(=O)C.C([BH3-])#N.[Na+], predict the reaction product. The product is: [Cl:1][C:2]1[CH:27]=[CH:26][C:5]([NH:6][C:7]2[C:16]3[C:11](=[CH:12][C:13]([O:19][CH2:20][CH2:21][NH:41][CH:36]4[CH2:40][CH2:39][CH2:38][CH2:37]4)=[C:14]([O:17][CH3:18])[CH:15]=3)[N:10]=[CH:9][N:8]=2)=[C:4]([F:28])[CH:3]=1. (3) Given the reactants [CH:1]1([CH2:7][CH2:8][CH2:9][N:10]2[CH2:15][CH:14]3[CH:12]([C:13]3([C:17]3[CH:18]=[C:19]([NH2:23])[CH:20]=[CH:21][CH:22]=3)[CH3:16])[CH2:11]2)[CH2:6][CH2:5][CH2:4][CH2:3][CH2:2]1.N1C=CC=CC=1.[CH3:30][S:31](Cl)(=[O:33])=[O:32], predict the reaction product. The product is: [CH:1]1([CH2:7][CH2:8][CH2:9][N:10]2[CH2:15][CH:14]3[CH:12]([C:13]3([C:17]3[CH:18]=[C:19]([NH:23][S:31]([CH3:30])(=[O:33])=[O:32])[CH:20]=[CH:21][CH:22]=3)[CH3:16])[CH2:11]2)[CH2:6][CH2:5][CH2:4][CH2:3][CH2:2]1. (4) Given the reactants [Br:1][C:2]1[CH:7]=[CH:6][C:5]([N:8]2[N:12]=[C:11]([OH:13])[CH:10]=[N:9]2)=[CH:4][CH:3]=1.[CH2:14]1COCC1.C(=O)([O-])[O-].[Cs+].[Cs+].CI, predict the reaction product. The product is: [Br:1][C:2]1[CH:3]=[CH:4][C:5]([N:8]2[N:12]=[C:11]([O:13][CH3:14])[CH:10]=[N:9]2)=[CH:6][CH:7]=1. (5) Given the reactants [CH3:1][O:2][C:3]([C:5]1[S:6][C:7]([CH:31]2[CH2:36][CH2:35][C:34]([CH3:38])([CH3:37])[CH2:33][CH2:32]2)=[CH:8][C:9]=1[N:10]([C@H:20]1[CH2:25][CH2:24][C@@H:23](OS(C)(=O)=O)[CH2:22][CH2:21]1)[C:11]([C@H:13]1[CH2:18][CH2:17][C@H:16]([CH3:19])[CH2:15][CH2:14]1)=[O:12])=[O:4].[N-:39]=[N+:40]=[N-:41].[Na+], predict the reaction product. The product is: [CH3:1][O:2][C:3]([C:5]1[S:6][C:7]([CH:31]2[CH2:36][CH2:35][C:34]([CH3:38])([CH3:37])[CH2:33][CH2:32]2)=[CH:8][C:9]=1[N:10]([C@H:20]1[CH2:25][CH2:24][C@H:23]([N:39]=[N+:40]=[N-:41])[CH2:22][CH2:21]1)[C:11]([C@H:13]1[CH2:18][CH2:17][C@H:16]([CH3:19])[CH2:15][CH2:14]1)=[O:12])=[O:4]. (6) Given the reactants [Cl:1][C:2]1[CH:3]=[CH:4][C:5]([O:31][CH3:32])=[C:6]([S:8]([NH:11][C:12]2[CH:13]=[C:14]([CH:28]=[CH:29][CH:30]=2)[C:15]([NH:17][C:18]2[CH:23]=[CH:22][C:21]([C:24](=[NH:27])[NH:25][OH:26])=[CH:20][CH:19]=2)=[O:16])(=[O:10])=[O:9])[CH:7]=1.N1C=CC=CC=1.[S:39](Cl)(Cl)=[O:40], predict the reaction product. The product is: [Cl:1][C:2]1[CH:3]=[CH:4][C:5]([O:31][CH3:32])=[C:6]([S:8]([NH:11][C:12]2[CH:13]=[C:14]([CH:28]=[CH:29][CH:30]=2)[C:15]([NH:17][C:18]2[CH:19]=[CH:20][C:21]([C:24]3[NH:27][S:39](=[O:40])[O:26][N:25]=3)=[CH:22][CH:23]=2)=[O:16])(=[O:10])=[O:9])[CH:7]=1. (7) Given the reactants [CH3:1][N:2]1[CH:6]=[C:5]([C:7]2[CH:12]=[CH:11][C:10]([C:13]3[C:22]4[C:17](=[CH:18][CH:19]=[C:20]([C:23]#[N:24])[CH:21]=4)[CH:16]=[N:15][CH:14]=3)=[CH:9][CH:8]=2)[CH:4]=[N:3]1.[N-:25]=[N+:26]=[N-:27].[Na+].[OH-].[K+].[CH3:31]I.Cl, predict the reaction product. The product is: [CH3:1][N:2]1[CH:6]=[C:5]([C:7]2[CH:12]=[CH:11][C:10]([C:13]3[C:22]4[C:17](=[CH:18][CH:19]=[C:20]([C:23]5[N:25]=[N:26][N:27]([CH3:31])[N:24]=5)[CH:21]=4)[CH:16]=[N:15][CH:14]=3)=[CH:9][CH:8]=2)[CH:4]=[N:3]1. (8) Given the reactants [CH3:1][NH:2][C:3]([NH:8][CH2:9][CH2:10][S:11][CH2:12][C:13]1[O:17][C:16]([CH2:18][N:19]([CH3:21])[CH3:20])=[CH:15][CH:14]=1)=[CH:4][N+:5]([O-:7])=[O:6].Cl.[Na].[CH3:24][CH2:25][CH2:26][CH2:27][CH:28]([CH2:31][O:32][C:33]([CH2:35][CH:36]([S:48]([OH:51])(=[O:50])=[O:49])[C:37]([O:39][CH2:40][CH:41]([CH2:44][CH2:45][CH2:46][CH3:47])[CH2:42][CH3:43])=[O:38])=[O:34])[CH2:29][CH3:30], predict the reaction product. The product is: [CH3:1][NH:2][C:3]([NH:8][CH2:9][CH2:10][S:11][CH2:12][C:13]1[O:17][C:16]([CH2:18][N:19]([CH3:20])[CH3:21])=[CH:15][CH:14]=1)=[CH:4][N+:5]([O-:7])=[O:6].[CH3:24][CH2:25][CH2:26][CH2:27][CH:28]([CH2:31][O:32][C:33]([CH2:35][CH:36]([S:48]([OH:51])(=[O:50])=[O:49])[C:37]([O:39][CH2:40][CH:41]([CH2:44][CH2:45][CH2:46][CH3:47])[CH2:42][CH3:43])=[O:38])=[O:34])[CH2:29][CH3:30].